Task: Predict the reaction yield, written as a fraction of the theoretical maximum amount of product (1.0 means a 100% yield; for example, 0.34 means a 34% yield).. Dataset: Reaction yield outcomes from USPTO patents with 853,638 reactions (1) The reactants are [CH2:1]([O:3][C:4]([C@H:6]1[C@@H:11]([NH2:12])[C@H:10]2[CH2:13][C@@H:7]1[CH2:8][CH2:9]2)=[O:5])[CH3:2].[F:14][C:15]1[CH:22]=[CH:21][C:18]([CH:19]=O)=[CH:17][CH:16]=1.C(O)(=O)C.C([BH3-])#N.[Na+]. The catalyst is C(O)C.C(OCC)(=O)C. The product is [CH2:1]([O:3][C:4]([C@H:6]1[C@@H:11]([NH:12][CH2:19][C:18]2[CH:21]=[CH:22][C:15]([F:14])=[CH:16][CH:17]=2)[C@H:10]2[CH2:13][C@@H:7]1[CH2:8][CH2:9]2)=[O:5])[CH3:2]. The yield is 0.950. (2) The reactants are [CH2:1]([N:3]([CH2:20][CH3:21])[CH2:4][CH2:5][N:6]1[CH2:12][CH2:11][CH2:10][C:9]2[NH:13][C:14]([CH:17]=O)=[C:15]([CH3:16])[C:8]=2[C:7]1=[O:19])[CH3:2].[F:22][C:23]1[C:28]([F:29])=[CH:27][CH:26]=[CH:25][C:24]=1[C:30]1[C:38]([F:39])=[CH:37][CH:36]=[C:35]2[C:31]=1[CH2:32][C:33](=[O:40])[NH:34]2.N1CCCCC1. The catalyst is C(O)C. The product is [CH2:1]([N:3]([CH2:20][CH3:21])[CH2:4][CH2:5][N:6]1[CH2:12][CH2:11][CH2:10][C:9]2[NH:13][C:14](/[CH:17]=[C:32]3\[C:33](=[O:40])[NH:34][C:35]4[C:31]\3=[C:30]([C:24]3[CH:25]=[CH:26][CH:27]=[C:28]([F:29])[C:23]=3[F:22])[C:38]([F:39])=[CH:37][CH:36]=4)=[C:15]([CH3:16])[C:8]=2[C:7]1=[O:19])[CH3:2]. The yield is 0.190. (3) The reactants are II.[C:3]([O:8][C@@H:9]1[C@@H:17]([CH2:18]I)[C:16](=[O:20])[O:15][CH2:14][C@H:13]([NH:21][C:22]([O:24][C:25]([CH3:28])([CH3:27])[CH3:26])=[O:23])[C:12](=[O:29])[O:11][C@H:10]1[CH3:30])(=[O:7])[CH:4]([CH3:6])[CH3:5].[F:31][C:32]1[CH:37]=[CH:36][C:35](I)=[CH:34][CH:33]=1. The catalyst is CN(C=O)C.CCOC(C)=O.[Zn].C1C=CC(/C=C/C(/C=C/C2C=CC=CC=2)=O)=CC=1.C1C=CC(/C=C/C(/C=C/C2C=CC=CC=2)=O)=CC=1.C1C=CC(/C=C/C(/C=C/C2C=CC=CC=2)=O)=CC=1.[Pd].[Pd]. The product is [C:3]([O:8][C@@H:9]1[C@@H:17]([CH2:18][C:35]2[CH:36]=[CH:37][C:32]([F:31])=[CH:33][CH:34]=2)[C:16](=[O:20])[O:15][CH2:14][C@H:13]([NH:21][C:22]([O:24][C:25]([CH3:28])([CH3:27])[CH3:26])=[O:23])[C:12](=[O:29])[O:11][C@H:10]1[CH3:30])(=[O:7])[CH:4]([CH3:6])[CH3:5]. The yield is 0.380.